From a dataset of Peptide-MHC class II binding affinity with 134,281 pairs from IEDB. Regression. Given a peptide amino acid sequence and an MHC pseudo amino acid sequence, predict their binding affinity value. This is MHC class II binding data. The peptide sequence is GELQIVDKEDAAFKI. The MHC is DRB1_1501 with pseudo-sequence DRB1_1501. The binding affinity (normalized) is 0.341.